From a dataset of Reaction yield outcomes from USPTO patents with 853,638 reactions. Predict the reaction yield, written as a fraction of the theoretical maximum amount of product (1.0 means a 100% yield; for example, 0.34 means a 34% yield). (1) The reactants are [C:1]([C:3]1[S:4][C:5]2[C:11]([C:12]#[N:13])=[C:10](/[N:14]=[CH:15]/[N:16](C)C)[CH:9]=[CH:8][C:6]=2[N:7]=1)#[N:2].[Cl:19][C:20]1[CH:26]=[C:25]([Cl:27])[CH:24]=[CH:23][C:21]=1N.[K+].[Br-]. The catalyst is C(Cl)Cl.CCOC(C)=O. The product is [Cl:19][C:20]1[CH:26]=[C:25]([Cl:27])[CH:24]=[CH:23][C:21]=1[NH:13][C:12]1[C:11]2[C:10](=[CH:9][CH:8]=[C:6]3[N:7]=[C:3]([C:1]#[N:2])[S:4][C:5]3=2)[N:14]=[CH:15][N:16]=1. The yield is 0.320. (2) The yield is 0.840. The product is [F:23][C:11]1([C:12]([O:14][CH2:15][CH3:16])=[O:13])[CH:18]2[CH:17]1[CH2:21][CH2:20][C:19]2=[O:22]. The reactants are C(N(C(C)C)C(C)C)C.Br[C:11]([F:23])([CH:17]1[CH2:21][CH2:20][C:19](=[O:22])[CH2:18]1)[C:12]([O:14][CH2:15][CH3:16])=[O:13].Cl.O. The catalyst is CN(C=O)C.CCOC(C)=O. (3) The reactants are [C:1]([O:5][C:6](=[O:19])[NH:7][CH:8]1[CH2:17][C:16]2[C:11](=[CH:12][CH:13]=[C:14]([Br:18])[CH:15]=2)[NH:10][CH2:9]1)([CH3:4])([CH3:3])[CH3:2].[CH:20](=O)[C:21]1[CH:26]=[CH:25][CH:24]=[CH:23][CH:22]=1.[BH-](OC(C)=O)(OC(C)=O)OC(C)=O.[Na+].CC(O)=O. The catalyst is ClCCCl. The product is [C:1]([O:5][C:6](=[O:19])[NH:7][CH:8]1[CH2:17][C:16]2[C:11](=[CH:12][CH:13]=[C:14]([Br:18])[CH:15]=2)[N:10]([CH2:20][C:21]2[CH:26]=[CH:25][CH:24]=[CH:23][CH:22]=2)[CH2:9]1)([CH3:4])([CH3:2])[CH3:3]. The yield is 0.810. (4) The reactants are C(OC(=O)[CH2:5][C:6]([NH:8][CH2:9][CH:10]([CH:16]([CH3:18])[CH3:17])[C:11]([O:13]CC)=O)=[O:7])C.C[O-].[Na+].C(Cl)Cl.CCO. The catalyst is C1(C)C=CC=CC=1.CO. The product is [CH:16]([CH:10]1[CH2:9][NH:8][C:6](=[O:7])[CH2:5][C:11]1=[O:13])([CH3:17])[CH3:18]. The yield is 0.496. (5) The reactants are Cl[C:2]1[C:3]2[CH:10]=[CH:9][N:8]([C@H:11]3[C@@H:15]4[O:16][C:17]([CH3:20])([CH3:19])[O:18][C@@H:14]4[C@@H:13]([C@:21]([C:24]4[CH:29]=[CH:28][C:27]([F:30])=[C:26]([F:31])[CH:25]=4)([OH:23])[CH3:22])[O:12]3)[C:4]=2[N:5]=[CH:6][N:7]=1.[OH-].[NH4+:33]. The catalyst is O1CCOCC1. The product is [NH2:33][C:2]1[C:3]2[CH:10]=[CH:9][N:8]([C@H:11]3[C@@H:15]4[O:16][C:17]([CH3:20])([CH3:19])[O:18][C@@H:14]4[C@@H:13]([C@:21]([C:24]4[CH:29]=[CH:28][C:27]([F:30])=[C:26]([F:31])[CH:25]=4)([OH:23])[CH3:22])[O:12]3)[C:4]=2[N:5]=[CH:6][N:7]=1. The yield is 1.00. (6) The reactants are [C:1]([O:5][C:6]([NH:8][C:9]1[CH:16]=[CH:15][C:12]([O:13]C)=[CH:11][CH:10]=1)=[O:7])([CH3:4])([CH3:3])[CH3:2].[C:17]([Li])(C)(C)C.[CH2:22]1[O:24][CH2:23]1.[Cl-].[NH4+]. The catalyst is CCOCC. The product is [OH:13][CH2:12][CH2:15][C:16]1[C:23]([O:24][CH3:22])=[CH:17][CH:11]=[CH:10][C:9]=1[NH:8][C:6]([O:5][C:1]([CH3:2])([CH3:3])[CH3:4])=[O:7]. The yield is 0.370.